Dataset: NCI-60 drug combinations with 297,098 pairs across 59 cell lines. Task: Regression. Given two drug SMILES strings and cell line genomic features, predict the synergy score measuring deviation from expected non-interaction effect. (1) Drug 1: C1CC(C1)(C(=O)O)C(=O)O.[NH2-].[NH2-].[Pt+2]. Drug 2: CC1=C(N=C(N=C1N)C(CC(=O)N)NCC(C(=O)N)N)C(=O)NC(C(C2=CN=CN2)OC3C(C(C(C(O3)CO)O)O)OC4C(C(C(C(O4)CO)O)OC(=O)N)O)C(=O)NC(C)C(C(C)C(=O)NC(C(C)O)C(=O)NCCC5=NC(=CS5)C6=NC(=CS6)C(=O)NCCC[S+](C)C)O. Cell line: MALME-3M. Synergy scores: CSS=5.80, Synergy_ZIP=-4.32, Synergy_Bliss=-2.91, Synergy_Loewe=-3.15, Synergy_HSA=-1.29. (2) Drug 1: C1=C(C(=O)NC(=O)N1)N(CCCl)CCCl. Drug 2: CCC(=C(C1=CC=CC=C1)C2=CC=C(C=C2)OCCN(C)C)C3=CC=CC=C3.C(C(=O)O)C(CC(=O)O)(C(=O)O)O. Cell line: OVCAR-5. Synergy scores: CSS=4.65, Synergy_ZIP=-6.57, Synergy_Bliss=-2.84, Synergy_Loewe=-6.06, Synergy_HSA=-2.77. (3) Drug 1: CC1=C(C(CCC1)(C)C)C=CC(=CC=CC(=CC(=O)O)C)C. Drug 2: CN(C(=O)NC(C=O)C(C(C(CO)O)O)O)N=O. Cell line: MDA-MB-435. Synergy scores: CSS=4.10, Synergy_ZIP=-1.27, Synergy_Bliss=-1.73, Synergy_Loewe=0.0375, Synergy_HSA=-3.24. (4) Drug 1: CCN(CC)CCCC(C)NC1=C2C=C(C=CC2=NC3=C1C=CC(=C3)Cl)OC. Drug 2: C1C(C(OC1N2C=NC3=C2NC=NCC3O)CO)O. Cell line: OVCAR-8. Synergy scores: CSS=18.7, Synergy_ZIP=-7.19, Synergy_Bliss=-7.49, Synergy_Loewe=-9.75, Synergy_HSA=-8.90.